This data is from Forward reaction prediction with 1.9M reactions from USPTO patents (1976-2016). The task is: Predict the product of the given reaction. (1) Given the reactants [Cl:1][C:2]1[CH:3]=[C:4]2[C:9](=[CH:10][CH:11]=1)[O:8][C:7](=[O:12])[CH:6]=[C:5]2[NH:13][CH:14]1[CH2:19][CH2:18][NH:17][CH2:16][CH2:15]1.[O:20]1[C:24]2[CH:25]=[CH:26][C:27]([CH:29]=O)=[CH:28][C:23]=2[N:22]=[CH:21]1, predict the reaction product. The product is: [O:20]1[C:24]2[CH:25]=[CH:26][C:27]([CH2:29][N:17]3[CH2:18][CH2:19][CH:14]([NH:13][C:5]4[C:4]5[C:9](=[CH:10][CH:11]=[C:2]([Cl:1])[CH:3]=5)[O:8][C:7](=[O:12])[CH:6]=4)[CH2:15][CH2:16]3)=[CH:28][C:23]=2[N:22]=[CH:21]1. (2) Given the reactants Br[C:2]1[CH:3]=[CH:4][C:5]([N:13]([C:21]([O:23][C:24]([CH3:27])([CH3:26])[CH3:25])=[O:22])[C:14]([O:16][C:17]([CH3:20])([CH3:19])[CH3:18])=[O:15])=[C:6]2[C:10]=1[CH2:9][N:8]([CH3:11])[C:7]2=[O:12], predict the reaction product. The product is: [C:24]([O:23][C:21]([N:13]([C:14]([O:16][C:17]([CH3:20])([CH3:19])[CH3:18])=[O:15])[C:5]1[C:6]2[C:7](=[O:12])[N:8]([CH3:11])[CH2:9][C:10]=2[C:2]([C:14]([O:16][CH3:17])=[O:15])=[CH:3][CH:4]=1)=[O:22])([CH3:26])([CH3:27])[CH3:25]. (3) Given the reactants Cl[C:2]1[C:11]2[CH2:10][CH2:9][CH:8]([C:12]3[CH:17]=[CH:16][CH:15]=[CH:14][CH:13]=3)[CH2:7][C:6]=2[N:5]=[C:4]([NH2:18])[N:3]=1.[CH3:19][N:20]1[CH2:25][CH2:24][NH:23][CH2:22][CH2:21]1, predict the reaction product. The product is: [CH3:19][N:20]1[CH2:25][CH2:24][N:23]([C:2]2[C:11]3[CH2:10][CH2:9][CH:8]([C:12]4[CH:17]=[CH:16][CH:15]=[CH:14][CH:13]=4)[CH2:7][C:6]=3[N:5]=[C:4]([NH2:18])[N:3]=2)[CH2:22][CH2:21]1.